This data is from Reaction yield outcomes from USPTO patents with 853,638 reactions. The task is: Predict the reaction yield, written as a fraction of the theoretical maximum amount of product (1.0 means a 100% yield; for example, 0.34 means a 34% yield). (1) The reactants are Br[C:2]1[C:10]2[C:9]([NH:11][C@H:12]([C:14]3[N:19]([C:20]4[CH:25]=[CH:24][CH:23]=[CH:22][CH:21]=4)[C:18](=[O:26])[C:17]4=[C:27]([CH3:30])[CH:28]=[CH:29][N:16]4[N:15]=3)[CH3:13])=[N:8][CH:7]=[N:6][C:5]=2[N:4]([CH2:31][O:32][CH2:33][CH2:34][Si:35]([CH3:38])([CH3:37])[CH3:36])[CH:3]=1.[CH3:39][C:40]1[O:41][C:42](B2OC(C)(C)C(C)(C)O2)=[CH:43][N:44]=1.C(=O)([O-])[O-].[Na+].[Na+].C(=O)([O-])[O-].[K+].[K+]. The catalyst is CN(C=O)C. The product is [CH3:30][C:27]1[CH:28]=[CH:29][N:16]2[C:17]=1[C:18](=[O:26])[N:19]([C:20]1[CH:21]=[CH:22][CH:23]=[CH:24][CH:25]=1)[C:14]([C@@H:12]([NH:11][C:9]1[C:10]3[C:2]([C:42]4[O:41][C:40]([CH3:39])=[N:44][CH:43]=4)=[CH:3][N:4]([CH2:31][O:32][CH2:33][CH2:34][Si:35]([CH3:36])([CH3:37])[CH3:38])[C:5]=3[N:6]=[CH:7][N:8]=1)[CH3:13])=[N:15]2. The yield is 0.520. (2) The reactants are [CH2:1]([O:3][C:4]([C:6]1[N:7]([C:28]2[CH:33]=[CH:32][C:31]([O:34][CH:35]([CH3:37])[CH3:36])=[CH:30][CH:29]=2)[C:8]2[C:13]([C:14]=1[N+:15]([O-])=O)=[CH:12][C:11]([C:18]1[CH:23]=[CH:22][C:21]([C:24]([CH3:27])([CH3:26])[CH3:25])=[CH:20][CH:19]=1)=[CH:10][CH:9]=2)=[O:5])[CH3:2]. The catalyst is CCOC(C)=O.[Pd]. The product is [CH2:1]([O:3][C:4]([C:6]1[N:7]([C:28]2[CH:29]=[CH:30][C:31]([O:34][CH:35]([CH3:36])[CH3:37])=[CH:32][CH:33]=2)[C:8]2[C:13]([C:14]=1[NH2:15])=[CH:12][C:11]([C:18]1[CH:23]=[CH:22][C:21]([C:24]([CH3:27])([CH3:26])[CH3:25])=[CH:20][CH:19]=1)=[CH:10][CH:9]=2)=[O:5])[CH3:2]. The yield is 0.730. (3) The reactants are [O:1]1[C:5]2[CH:6]=[CH:7][C:8]([CH2:10][NH:11][CH3:12])=[CH:9][C:4]=2[CH:3]=[CH:2]1.Cl.[O:14]=[C:15]1[NH:24][C:23]2[N:22]=[CH:21][C:20]([CH:25]=[CH:26][C:27]([OH:29])=O)=[CH:19][C:18]=2[CH2:17][CH2:16]1.C1C=CC2N(O)N=NC=2C=1.CCN(C(C)C)C(C)C.CCN=C=NCCCN(C)C.Cl. The catalyst is CN(C=O)C.O. The product is [O:1]1[C:5]2[CH:6]=[CH:7][C:8]([CH2:10][N:11]([CH3:12])[C:27](=[O:29])/[CH:26]=[CH:25]/[C:20]3[CH:21]=[N:22][C:23]4[NH:24][C:15](=[O:14])[CH2:16][CH2:17][C:18]=4[CH:19]=3)=[CH:9][C:4]=2[CH:3]=[CH:2]1. The yield is 0.570. (4) The reactants are C(OC([NH:8][C:9]1([C:22](=[O:36])[NH:23][C:24]2[CH:29]=[CH:28][CH:27]=[C:26]([O:30][C:31](=[O:35])[N:32]([CH3:34])[CH3:33])[CH:25]=2)[CH2:14][CH2:13][N:12](C(OC(C)(C)C)=O)[CH2:11][CH2:10]1)=O)(C)(C)C.Cl.Cl.O1CCOCC1. The catalyst is CO. The product is [CH3:33][N:32]([CH3:34])[C:31](=[O:35])[O:30][C:26]1[CH:27]=[CH:28][CH:29]=[C:24]([NH:23][C:22]([C:9]2([NH2:8])[CH2:14][CH2:13][NH:12][CH2:11][CH2:10]2)=[O:36])[CH:25]=1. The yield is 0.980.